From a dataset of Reaction yield outcomes from USPTO patents with 853,638 reactions. Predict the reaction yield, written as a fraction of the theoretical maximum amount of product (1.0 means a 100% yield; for example, 0.34 means a 34% yield). The reactants are [Cl:1][C:2]1[CH:7]=[CH:6][C:5]([C:8]2([C:12]([N:14]3[CH2:20][CH2:19][CH2:18][CH2:17][CH:16]([CH2:21][O:22][C:23]4[CH:28]=[CH:27][C:26]([C:29]([F:32])([F:31])[F:30])=[CH:25][CH:24]=4)[CH2:15]3)=O)[CH2:11][CH2:10][CH2:9]2)=[CH:4][CH:3]=1.[H-].COCCO[Al+]OCCOC.[Na+].[H-]. The catalyst is C1(C)C=CC=CC=1. The product is [Cl:1][C:2]1[CH:7]=[CH:6][C:5]([C:8]2([CH2:12][N:14]3[CH2:20][CH2:19][CH2:18][CH2:17][CH:16]([CH2:21][O:22][C:23]4[CH:24]=[CH:25][C:26]([C:29]([F:32])([F:30])[F:31])=[CH:27][CH:28]=4)[CH2:15]3)[CH2:9][CH2:10][CH2:11]2)=[CH:4][CH:3]=1. The yield is 0.400.